Dataset: Full USPTO retrosynthesis dataset with 1.9M reactions from patents (1976-2016). Task: Predict the reactants needed to synthesize the given product. (1) Given the product [CH3:23][O:22][C:18]1[CH:17]=[C:16]([CH2:15][CH2:14][CH2:13][CH2:7][C:6]([OH:24])=[O:5])[CH:21]=[CH:20][CH:19]=1, predict the reactants needed to synthesize it. The reactants are: [OH-].[K+].C([O:5][C:6](=[O:24])[CH:7]([CH2:13][CH2:14][CH2:15][C:16]1[CH:21]=[CH:20][CH:19]=[C:18]([O:22][CH3:23])[CH:17]=1)C(OCC)=O)C.Cl. (2) Given the product [CH3:1][C@H:2]1[CH2:7][CH2:6][CH2:5][CH2:4][N:3]1[C:8]1[C:9]([O:22][S:30]([C:33]([F:36])([F:35])[F:34])(=[O:31])=[O:29])=[N:10][C:11]2[C:16]([N:17]=1)=[CH:15][C:14]([C:18]([O:20][CH3:21])=[O:19])=[CH:13][CH:12]=2, predict the reactants needed to synthesize it. The reactants are: [CH3:1][C@H:2]1[CH2:7][CH2:6][CH2:5][CH2:4][N:3]1[C:8]1[C:9](=[O:22])[NH:10][C:11]2[C:16]([N:17]=1)=[CH:15][C:14]([C:18]([O:20][CH3:21])=[O:19])=[CH:13][CH:12]=2.N1C=CC=CC=1.[O:29](S(C(F)(F)F)(=O)=O)[S:30]([C:33]([F:36])([F:35])[F:34])(=O)=[O:31]. (3) Given the product [CH3:1][N:2]1[C:10](=[O:11])[C:9]2[NH:8][C:7]([O:20][C:21]3[CH:26]=[CH:25][CH:24]=[C:23]([C:27]([F:30])([F:29])[F:28])[CH:22]=3)=[N:6][C:5]=2[N:4]([CH3:31])[C:3]1=[O:32], predict the reactants needed to synthesize it. The reactants are: [CH3:1][N:2]1[C:10](=[O:11])[C:9]2[N:8](COCC[Si](C)(C)C)[C:7]([O:20][C:21]3[CH:26]=[CH:25][CH:24]=[C:23]([C:27]([F:30])([F:29])[F:28])[CH:22]=3)=[N:6][C:5]=2[N:4]([CH3:31])[C:3]1=[O:32].Cl. (4) Given the product [CH2:1]([C@H:8]1[N:13]([C:14]([C:16]2[S:17][CH:18]=[CH:19][C:20]=2[C:31]2[CH:32]=[CH:33][CH:34]=[CH:35][C:30]=2[OH:29])=[O:15])[CH2:12][CH2:11][N:10]([C:22]([O:24][C:25]([CH3:28])([CH3:27])[CH3:26])=[O:23])[CH2:9]1)[C:2]1[CH:7]=[CH:6][CH:5]=[CH:4][CH:3]=1, predict the reactants needed to synthesize it. The reactants are: [CH2:1]([C@H:8]1[N:13]([C:14]([C:16]2[S:17][CH:18]=[CH:19][C:20]=2Br)=[O:15])[CH2:12][CH2:11][N:10]([C:22]([O:24][C:25]([CH3:28])([CH3:27])[CH3:26])=[O:23])[CH2:9]1)[C:2]1[CH:7]=[CH:6][CH:5]=[CH:4][CH:3]=1.[OH:29][C:30]1[CH:35]=[CH:34][CH:33]=[CH:32][C:31]=1B(O)O.O. (5) Given the product [CH:1]1[CH:2]=[CH:3][C:4]([CH:7]([N:15]2[CH2:20][CH2:19][N:18]([CH2:21][CH2:22][O:23][CH2:24][C:25]([OH:27])=[O:26])[CH2:17][CH2:16]2)[C:8]2[CH:9]=[CH:10][C:11]([Cl:14])=[CH:12][CH:13]=2)=[CH:5][CH:6]=1.[ClH:28].[ClH:14], predict the reactants needed to synthesize it. The reactants are: [CH:1]1[CH:2]=[CH:3][C:4]([CH:7]([N:15]2[CH2:20][CH2:19][N:18]([CH2:21][CH2:22][O:23][CH2:24][C:25]([OH:27])=[O:26])[CH2:17][CH2:16]2)[C:8]2[CH:9]=[CH:10][C:11]([Cl:14])=[CH:12][CH:13]=2)=[CH:5][CH:6]=1.[ClH:28].